Dataset: Forward reaction prediction with 1.9M reactions from USPTO patents (1976-2016). Task: Predict the product of the given reaction. (1) Given the reactants C(=O)([O-])[O-].[Cs+].[Cs+].C1C=CC(P(C2C=CC3C(=CC=CC=3)C=2C2C3C(=CC=CC=3)C=CC=2P(C2C=CC=CC=2)C2C=CC=CC=2)C2C=CC=CC=2)=CC=1.[Cl:53][C:54]1[CH:61]=[CH:60][C:57]([CH2:58][NH2:59])=[CH:56][CH:55]=1.[CH2:62]([C:69]1[C:73]2[C:74](Cl)=[N:75][CH:76]=[CH:77][C:72]=2[NH:71][C:70]=1[CH3:79])[C:63]1[CH:68]=[CH:67][CH:66]=[CH:65][CH:64]=1, predict the reaction product. The product is: [ClH:53].[CH2:62]([C:69]1[C:73]2[C:74]([NH:59][CH2:58][C:57]3[CH:60]=[CH:61][C:54]([Cl:53])=[CH:55][CH:56]=3)=[N:75][CH:76]=[CH:77][C:72]=2[NH:71][C:70]=1[CH3:79])[C:63]1[CH:64]=[CH:65][CH:66]=[CH:67][CH:68]=1. (2) Given the reactants [Br:1][C:2]12[CH2:12][CH:6]3[CH2:7][C:8]([Br:11])([CH2:10][CH:4]([CH:5]3C(O)=O)[CH2:3]1)[CH2:9]2.CCN(CC)CC.C1(P(N=[N+]=[N-])(C2C=CC=CC=2)=O)C=CC=CC=1.[CH3:40][C:41]([O-:44])([CH3:43])[CH3:42].[K+].[N-:46]=[C:47]=[O:48], predict the reaction product. The product is: [C:41]([O:44][C:47](=[O:48])[NH:46][CH:5]1[CH:4]2[CH2:10][C:8]3([Br:11])[CH2:9][C:2]([Br:1])([CH2:12][CH:6]1[CH2:7]3)[CH2:3]2)([CH3:43])([CH3:42])[CH3:40]. (3) Given the reactants O.[F:2][C:3]1[C:4]([N:25]2[C:30](=[O:31])[CH:29]=[C:28]([C:32]([F:35])([F:34])[F:33])[N:27]([CH3:36])[C:26]2=[O:37])=[CH:5][C:6]([O:12][C:13]2[CH:18]=[CH:17][CH:16]=[CH:15][C:14]=2[O:19][CH2:20][C:21]([O:23][CH3:24])=[O:22])=[C:7]([N+:9]([O-])=O)[CH:8]=1, predict the reaction product. The product is: [F:2][C:3]1[C:4]([N:25]2[C:30](=[O:31])[CH:29]=[C:28]([C:32]([F:33])([F:34])[F:35])[N:27]([CH3:36])[C:26]2=[O:37])=[CH:5][C:6]([O:12][C:13]2[CH:18]=[CH:17][CH:16]=[CH:15][C:14]=2[O:19][CH2:20][C:21]([O:23][CH3:24])=[O:22])=[C:7]([CH:8]=1)[NH2:9]. (4) Given the reactants [CH3:1][C:2]1[CH:7]=[CH:6][C:5]([CH3:8])=[CH:4][C:3]=1[NH:9][C:10]1[N:15]2[N:16]=[CH:17][C:18]([C:19](O)=[O:20])=[C:14]2[N:13]=[CH:12][C:11]=1[C:22]([N:24]1[CH2:29][CH2:28][CH:27]([C:30]2[CH:35]=[CH:34][C:33]([F:36])=[CH:32][CH:31]=2)[CH2:26][CH2:25]1)=[O:23].[CH:37]1([S:40]([NH2:43])(=[O:42])=[O:41])[CH2:39][CH2:38]1, predict the reaction product. The product is: [CH3:1][C:2]1[CH:7]=[CH:6][C:5]([CH3:8])=[CH:4][C:3]=1[NH:9][C:10]1[N:15]2[N:16]=[CH:17][C:18]([C:19]([NH:43][S:40]([CH:37]3[CH2:39][CH2:38]3)(=[O:42])=[O:41])=[O:20])=[C:14]2[N:13]=[CH:12][C:11]=1[C:22]([N:24]1[CH2:25][CH2:26][CH:27]([C:30]2[CH:35]=[CH:34][C:33]([F:36])=[CH:32][CH:31]=2)[CH2:28][CH2:29]1)=[O:23]. (5) Given the reactants [NH2:1][C:2]1[CH:7]=[CH:6][C:5]([OH:8])=[CH:4][CH:3]=1.CC(C)([O-])C.[K+].Cl[C:16]1[CH:21]=[CH:20][N:19]=[C:18]([C:22]([F:25])([F:24])[F:23])[N:17]=1.O, predict the reaction product. The product is: [F:23][C:22]([F:25])([F:24])[C:18]1[N:19]=[C:20]([O:8][C:5]2[CH:6]=[CH:7][C:2]([NH2:1])=[CH:3][CH:4]=2)[CH:21]=[CH:16][N:17]=1. (6) Given the reactants [Br:1][C:2]1[CH:3]=[C:4]2[C:16](=[CH:17][CH:18]=1)[O:15][C:7]1([CH2:11][CH2:10][CH:9]([CH:12]([CH3:14])[CH3:13])[CH2:8]1)[CH2:6][C:5]2=O.[C:20](=[N:26][Si](C)(C)C)=[N:21][Si](C)(C)C, predict the reaction product. The product is: [Br:1][C:2]1[CH:3]=[C:4]2[C:16](=[CH:17][CH:18]=1)[O:15][C:7]1([CH2:11][CH2:10][CH:9]([CH:12]([CH3:14])[CH3:13])[CH2:8]1)[CH2:6][C:5]2=[N:26][C:20]#[N:21].